This data is from Reaction yield outcomes from USPTO patents with 853,638 reactions. The task is: Predict the reaction yield, written as a fraction of the theoretical maximum amount of product (1.0 means a 100% yield; for example, 0.34 means a 34% yield). (1) The reactants are [C:1]([O:5][C:6](=[O:40])[CH2:7][CH:8]([NH:13][C:14](=[O:39])[C@@H:15]([N:23]1[CH:28]=[CH:27][CH:26]=[C:25]([NH:29][C:30](=[O:37])[C:31]2[CH:36]=[CH:35][CH:34]=[CH:33][CH:32]=2)[C:24]1=[O:38])[CH2:16][C:17]1[CH:22]=[CH:21][CH:20]=[CH:19][CH:18]=1)[CH:9]([OH:12])[CH2:10][F:11])([CH3:4])([CH3:3])[CH3:2].CC(OI1(OC(C)=O)(OC(C)=O)OC(=O)C2C1=CC=CC=2)=O.C(=O)([O-])O.[Na+].S([O-])([O-])(=O)=S.[Na+].[Na+]. The catalyst is C(Cl)Cl.C(OCC)(=O)C. The product is [C:1]([O:5][C:6](=[O:40])[CH2:7][CH:8]([NH:13][C:14](=[O:39])[C@@H:15]([N:23]1[CH:28]=[CH:27][CH:26]=[C:25]([NH:29][C:30](=[O:37])[C:31]2[CH:36]=[CH:35][CH:34]=[CH:33][CH:32]=2)[C:24]1=[O:38])[CH2:16][C:17]1[CH:22]=[CH:21][CH:20]=[CH:19][CH:18]=1)[C:9](=[O:12])[CH2:10][F:11])([CH3:4])([CH3:2])[CH3:3]. The yield is 0.640. (2) The reactants are [CH2:1]([N:8]1[C:14](=[O:15])[C:13]2[CH:16]=[C:17](Br)[CH:18]=[CH:19][C:12]=2[NH:11][C:10](=[O:21])[CH2:9]1)[C:2]1[CH:7]=[CH:6][CH:5]=[CH:4][CH:3]=1.[F:22][C:23]([F:34])([F:33])[C:24]1[CH:29]=[CH:28][C:27](B(O)O)=[CH:26][CH:25]=1.C(=O)([O-])[O-].[K+].[K+].O. The catalyst is CN(C=O)C.C(OCC)(=O)C.C1C=CC(P(C2C=CC=CC=2)[C-]2C=CC=C2)=CC=1.C1C=CC(P(C2C=CC=CC=2)[C-]2C=CC=C2)=CC=1.Cl[Pd]Cl.[Fe+2]. The product is [CH2:1]([N:8]1[C:14](=[O:15])[C:13]2[CH:16]=[C:17]([C:27]3[CH:28]=[CH:29][C:24]([C:23]([F:34])([F:33])[F:22])=[CH:25][CH:26]=3)[CH:18]=[CH:19][C:12]=2[NH:11][C:10](=[O:21])[CH2:9]1)[C:2]1[CH:7]=[CH:6][CH:5]=[CH:4][CH:3]=1. The yield is 0.750. (3) The reactants are [Br:1][C:2]1[CH:10]=[CH:9][CH:8]=[C:7]2[C:3]=1[C:4]([C:20]1[CH:25]=[C:24]([F:26])[C:23]([F:27])=[CH:22][C:21]=1O)([CH2:18][OH:19])[C:5](=[O:17])[N:6]2[CH2:11][C:12]([O:14][CH2:15][CH3:16])=[O:13].C1(CCN2C3C(=CC=CC=3)C(C3C(O)=CC4OCOC=4C=3)(CO)C2=O)CC1. No catalyst specified. The product is [Br:1][C:2]1[CH:10]=[CH:9][CH:8]=[C:7]2[C:3]=1[C:4]1([C:20]3[CH:25]=[C:24]([F:26])[C:23]([F:27])=[CH:22][C:21]=3[O:19][CH2:18]1)[C:5](=[O:17])[N:6]2[CH2:11][C:12]([O:14][CH2:15][CH3:16])=[O:13]. The yield is 0.810. (4) The reactants are Br[C:2]1[CH:7]=[CH:6][CH:5]=[C:4]([CH2:8][F:9])[N:3]=1.[CH2:10]([N:14]1[CH:22]=[C:21]2[C:16]([CH:17]=[CH:18][CH:19]=[CH:20]2)=[N:15]1)[CH2:11][C:12]#[CH:13]. No catalyst specified. The product is [F:9][CH2:8][C:4]1[N:3]=[C:2]([C:13]#[C:12][CH2:11][CH2:10][N:14]2[CH:22]=[C:21]3[C:16]([CH:17]=[CH:18][CH:19]=[CH:20]3)=[N:15]2)[CH:7]=[CH:6][CH:5]=1. The yield is 0.170. (5) The reactants are [CH2:1]([C:3]1[CH:8]=[CH:7][CH:6]=[CH:5][C:4]=1[OH:9])[CH3:2].C(=O)([O-])[O-].[K+].[K+].[CH2:16]([O:18][C:19](=[O:22])[CH2:20]Br)[CH3:17]. The catalyst is CN(C=O)C. The product is [CH2:1]([C:3]1[CH:8]=[CH:7][CH:6]=[CH:5][C:4]=1[O:9][CH2:20][C:19]([O:18][CH2:16][CH3:17])=[O:22])[CH3:2]. The yield is 0.820. (6) The reactants are [C:1]([C:5]1[CH:9]=[C:8]([NH:10][C:11]([NH:13][C:14]2[CH:19]=[C:18]([N:20]3[CH2:29][C:28]4[C:23](=[N:24][C:25](SC)=[N:26][CH:27]=4)[N:22]([CH3:32])[C:21]3=[O:33])[C:17]([CH3:34])=[CH:16][C:15]=2[F:35])=[O:12])[O:7][N:6]=1)([CH3:4])([CH3:3])[CH3:2].[CH3:36][NH2:37]. No catalyst specified. The product is [C:1]([C:5]1[CH:9]=[C:8]([NH:10][C:11]([NH:13][C:14]2[CH:19]=[C:18]([N:20]3[CH2:29][C:28]4[C:23](=[N:24][C:25]([NH:37][CH3:36])=[N:26][CH:27]=4)[N:22]([CH3:32])[C:21]3=[O:33])[C:17]([CH3:34])=[CH:16][C:15]=2[F:35])=[O:12])[O:7][N:6]=1)([CH3:4])([CH3:3])[CH3:2]. The yield is 0.950. (7) The reactants are [CH3:1][C:2]1[CH:11]=[CH:10][C:9]2[C:4](=[CH:5][CH:6]=[CH:7][C:8]=2[N:12]2[CH2:17][CH2:16][NH:15][C@H:14]([CH3:18])[CH2:13]2)[N:3]=1.CS(O[CH2:24][CH2:25][C:26]1[CH:31]=[CH:30][CH:29]=[C:28]([N:32]2[CH2:36][CH2:35][O:34][C:33]2=[O:37])[CH:27]=1)(=O)=O. No catalyst specified. The product is [CH3:18][C@@H:14]1[CH2:13][N:12]([C:8]2[CH:7]=[CH:6][CH:5]=[C:4]3[C:9]=2[CH:10]=[CH:11][C:2]([CH3:1])=[N:3]3)[CH2:17][CH2:16][N:15]1[CH2:24][CH2:25][C:26]1[CH:27]=[C:28]([N:32]2[CH2:36][CH2:35][O:34][C:33]2=[O:37])[CH:29]=[CH:30][CH:31]=1. The yield is 0.330.